From a dataset of Catalyst prediction with 721,799 reactions and 888 catalyst types from USPTO. Predict which catalyst facilitates the given reaction. (1) Product: [NH2:1][C:2]1[CH:3]=[CH:4][C:5]([C:8]2[CH2:9][C@@H:10]3[N:16]([CH:17]=2)[C:15](=[O:18])[C:14]2[CH:19]=[C:20]([O:63][CH3:64])[C:21]([O:23][CH2:24][CH2:25][CH2:26][O:27][C:28]4[C:60]([O:61][CH3:62])=[CH:59][C:31]5[C:32](=[O:58])[N:33]6[CH:48]=[C:47]([C:49]7[CH:57]=[CH:56][C:52]8[O:53][CH2:54][O:55][C:51]=8[CH:50]=7)[CH2:46][C@H:34]6[CH:35]=[N:36][C:30]=5[CH:29]=4)=[CH:22][C:13]=2[N:12]=[CH:11]3)=[CH:6][CH:7]=1. Reactant: [NH2:1][C:2]1[CH:7]=[CH:6][C:5]([C:8]2[CH2:9][C@@H:10]3[N:16]([CH:17]=2)[C:15](=[O:18])[C:14]2[CH:19]=[C:20]([O:63][CH3:64])[C:21]([O:23][CH2:24][CH2:25][CH2:26][O:27][C:28]4[C:60]([O:61][CH3:62])=[CH:59][C:31]5[C:32](=[O:58])[N:33]6[CH:48]=[C:47]([C:49]7[CH:57]=[CH:56][C:52]8[O:53][CH2:54][O:55][C:51]=8[CH:50]=7)[CH2:46][C@H:34]6[C:35](=O)[N:36](COCC[Si](C)(C)C)[C:30]=5[CH:29]=4)=[CH:22][C:13]=2[N:12](COCC[Si](C)(C)C)[C:11]3=O)=[CH:4][CH:3]=1.[Li+].[B-](CC)(CC)CC.O. The catalyst class is: 1. (2) Reactant: [Br:1][C:2]1[C:3]([NH2:9])=[C:4]([NH2:8])[CH:5]=[N:6][CH:7]=1.O=[C:11]([CH3:14])[CH:12]=O. Product: [Br:1][C:2]1[C:3]2=[N:9][C:11]([CH3:14])=[CH:12][N:8]=[C:4]2[CH:5]=[N:6][CH:7]=1. The catalyst class is: 12. (3) Reactant: [CH3:1][O:2][C:3](=[O:20])[NH:4][CH:5]1[CH2:17][C:16]2[C:15]3[C:10](=[CH:11][CH:12]=[C:13]([C:18]#[N:19])[CH:14]=3)[NH:9][C:8]=2[CH2:7][CH2:6]1.C[Si]([N-][Si](C)(C)C)(C)C.[K+].[F:31][C:32]1[CH:33]=[C:34]([CH:37]=[CH:38][CH:39]=1)[CH2:35]Br. Product: [CH3:1][O:2][C:3](=[O:20])[NH:4][CH:5]1[CH2:17][C:16]2[C:15]3[C:10](=[CH:11][CH:12]=[C:13]([C:18]#[N:19])[CH:14]=3)[N:9]([CH2:35][C:34]3[CH:37]=[CH:38][CH:39]=[C:32]([F:31])[CH:33]=3)[C:8]=2[CH2:7][CH2:6]1. The catalyst class is: 9. (4) Reactant: [Cl:1][C:2]1[CH:7]=[CH:6][C:5]([CH:8]([C:11]2[CH:16]=[CH:15][CH:14]=[CH:13][CH:12]=2)[C:9]#[N:10])=[CH:4][CH:3]=1.Cl[C:18]1C=CC(CC#N)=CC=1.[Br-].[Cl-].[Al+3].[Cl-].[Cl-].Cl. Product: [Cl:1][C:2]1[CH:3]=[CH:4][C:5]([CH:8]([CH2:11][C:16]2[CH:15]=[CH:14][CH:13]=[CH:12][CH:18]=2)[C:9]#[N:10])=[CH:6][CH:7]=1. The catalyst class is: 48. (5) Reactant: [Cl:1][C:2]1[C:7]([Cl:8])=[CH:6][C:5]([C:9](=[O:11])[CH3:10])=[C:4]([O:12][CH3:13])[C:3]=1[I:14].[BH4-].[Na+]. Product: [Cl:1][C:2]1[C:7]([Cl:8])=[CH:6][C:5]([CH:9]([OH:11])[CH3:10])=[C:4]([O:12][CH3:13])[C:3]=1[I:14]. The catalyst class is: 5.